This data is from Reaction yield outcomes from USPTO patents with 853,638 reactions. The task is: Predict the reaction yield, written as a fraction of the theoretical maximum amount of product (1.0 means a 100% yield; for example, 0.34 means a 34% yield). (1) The reactants are [Si:1]([O:8][CH:9]([C:33]([CH3:36])([CH3:35])[CH3:34])[CH2:10][O:11][C:12]1[CH:17]=[CH:16][C:15]([C:18]([C:23]2[CH:30]=[CH:29][C:26]([CH:27]=O)=[C:25]([CH3:31])[CH:24]=2)([CH2:21][CH3:22])[CH2:19][CH3:20])=[CH:14][C:13]=1[CH3:32])([C:4]([CH3:7])([CH3:6])[CH3:5])([CH3:3])[CH3:2].CCN(CC)CC.Cl.[NH2:45][CH2:46][CH2:47][S:48]([CH3:51])(=[O:50])=[O:49]. The catalyst is CO.CC(O[Ti](OC(C)C)(OC(C)C)OC(C)C)C. The product is [Si:1]([O:8][CH:9]([C:33]([CH3:34])([CH3:35])[CH3:36])[CH2:10][O:11][C:12]1[CH:17]=[CH:16][C:15]([C:18]([C:23]2[CH:30]=[CH:29][C:26]([CH2:27][NH:45][CH2:46][CH2:47][S:48]([CH3:51])(=[O:50])=[O:49])=[C:25]([CH3:31])[CH:24]=2)([CH2:21][CH3:22])[CH2:19][CH3:20])=[CH:14][C:13]=1[CH3:32])([C:4]([CH3:5])([CH3:6])[CH3:7])([CH3:2])[CH3:3]. The yield is 0.510. (2) The reactants are [NH2:1][C:2]1[CH:3]=[C:4]([CH:8]=[CH:9][C:10]=1[NH2:11])[C:5]([OH:7])=[O:6].OS(O)(=O)=O.[CH3:17]O. No catalyst specified. The product is [NH2:1][C:2]1[CH:3]=[C:4]([CH:8]=[CH:9][C:10]=1[NH2:11])[C:5]([O:7][CH3:17])=[O:6]. The yield is 0.755. (3) The reactants are [N:1]1[CH:6]=[CH:5][C:4]([C:7]2[N:8]=[C:9]([NH:12][C:13]3[CH:14]=[C:15]([CH:20]=[CH:21][CH:22]=3)[C:16]([O:18]C)=[O:17])[S:10][CH:11]=2)=[CH:3][CH:2]=1.[OH-].[Na+]. The catalyst is CO.C1COCC1. The product is [N:1]1[CH:2]=[CH:3][C:4]([C:7]2[N:8]=[C:9]([NH:12][C:13]3[CH:14]=[C:15]([CH:20]=[CH:21][CH:22]=3)[C:16]([OH:18])=[O:17])[S:10][CH:11]=2)=[CH:5][CH:6]=1. The yield is 0.870. (4) The reactants are [CH2:1]([C:17]1([CH3:34])[CH2:26][CH2:25][C:24]2[C:19](=[C:20]([CH3:33])[C:21]([CH3:32])=[C:22]([O:28][CH2:29][CH2:30][OH:31])[C:23]=2[CH3:27])[O:18]1)[CH2:2][CH2:3][CH2:4][CH2:5][CH2:6][CH2:7][CH2:8][CH2:9][CH2:10][CH2:11][CH2:12][CH2:13][CH2:14][CH2:15][CH3:16].[C:35](=O)([O:44]N1C(=O)CCC1=O)[O:36][N:37]1[C:41](=[O:42])[CH2:40][CH2:39][C:38]1=[O:43].C(N(CC)CC)C.C(#N)C. The product is [CH2:1]([C:17]1([CH3:34])[CH2:26][CH2:25][C:24]2[C:19](=[C:20]([CH3:33])[C:21]([CH3:32])=[C:22]([O:28][CH2:29][CH2:30][O:31][C:35](=[O:44])[O:36][N:37]3[C:41](=[O:42])[CH2:40][CH2:39][C:38]3=[O:43])[C:23]=2[CH3:27])[O:18]1)[CH2:2][CH2:3][CH2:4][CH2:5][CH2:6][CH2:7][CH2:8][CH2:9][CH2:10][CH2:11][CH2:12][CH2:13][CH2:14][CH2:15][CH3:16]. The yield is 0.770. The catalyst is ClCCl. (5) The reactants are [Cl:1][C:2]1[N:10]=[CH:9][C:8]([F:11])=[CH:7][C:3]=1[C:4]([OH:6])=[O:5].S(=O)(=O)(O)O.[OH-].[Na+].[CH3:19]O. No catalyst specified. The product is [Cl:1][C:2]1[N:10]=[CH:9][C:8]([F:11])=[CH:7][C:3]=1[C:4]([O:6][CH3:19])=[O:5]. The yield is 0.250. (6) The reactants are [Cl:1][C:2]1[CH:7]=[CH:6][CH:5]=[C:4]([Cl:8])[C:3]=1[C:9]1[C:13]([CH2:14][O:15][C:16]2[CH:21]=[CH:20][C:19]([C:22]3[CH:23]=[C:24]4[C:29](=[CH:30][CH:31]=3)[N:28]=[C:27]([C:32]([O:34]C)=[O:33])[CH:26]=[CH:25]4)=[CH:18][CH:17]=2)=[C:12]([CH:36]([CH3:38])[CH3:37])[O:11][N:10]=1.[OH-].[Na+].CO.Cl. The catalyst is O.C1COCC1. The product is [Cl:8][C:4]1[CH:5]=[CH:6][CH:7]=[C:2]([Cl:1])[C:3]=1[C:9]1[C:13]([CH2:14][O:15][C:16]2[CH:21]=[CH:20][C:19]([C:22]3[CH:23]=[C:24]4[C:29](=[CH:30][CH:31]=3)[N:28]=[C:27]([C:32]([OH:34])=[O:33])[CH:26]=[CH:25]4)=[CH:18][CH:17]=2)=[C:12]([CH:36]([CH3:38])[CH3:37])[O:11][N:10]=1. The yield is 0.680. (7) The reactants are [F:1][CH:2]([F:34])[C:3]1[N:7]([CH2:8][C:9]2[CH:14]=[CH:13][CH:12]=[C:11]([C:15]([F:18])([F:17])[F:16])[C:10]=2[CH3:19])[C:6]2[CH:20]=[C:21]([N:28]3[CH2:33][CH2:32][O:31][CH2:30][CH2:29]3)[CH:22]=[C:23]([C:24]([O:26]C)=[O:25])[C:5]=2[N:4]=1.[Li+].[OH-]. The catalyst is C1COCC1. The product is [F:34][CH:2]([F:1])[C:3]1[N:7]([CH2:8][C:9]2[CH:14]=[CH:13][CH:12]=[C:11]([C:15]([F:18])([F:16])[F:17])[C:10]=2[CH3:19])[C:6]2[CH:20]=[C:21]([N:28]3[CH2:29][CH2:30][O:31][CH2:32][CH2:33]3)[CH:22]=[C:23]([C:24]([OH:26])=[O:25])[C:5]=2[N:4]=1. The yield is 0.590.